From a dataset of Forward reaction prediction with 1.9M reactions from USPTO patents (1976-2016). Predict the product of the given reaction. (1) Given the reactants C(N(CC)C(=O)[O:5][C:6]1[CH:15]=[CH:14][C:13]2[C:8](=[CH:9][CH:10]=[CH:11][CH:12]=2)[CH:7]=1)C, predict the reaction product. The product is: [CH:7]1[C:8]2[C:13](=[CH:12][CH:11]=[CH:10][CH:9]=2)[CH:14]=[CH:15][C:6]=1[OH:5]. (2) Given the reactants C[O:2][C:3](=[O:23])[C:4]1[C:5](=[C:10]([NH:14][C:15]2[CH:20]=[CH:19][CH:18]=[CH:17][C:16]=2[O:21][CH3:22])[CH:11]=[CH:12][CH:13]=1)[C:6]([O:8]C)=[O:7].[OH-].[Na+], predict the reaction product. The product is: [CH3:22][O:21][C:16]1[CH:17]=[CH:18][CH:19]=[CH:20][C:15]=1[NH:14][C:10]1[CH:11]=[CH:12][CH:13]=[C:4]([C:3]([OH:23])=[O:2])[C:5]=1[C:6]([OH:8])=[O:7].